Dataset: NCI-60 drug combinations with 297,098 pairs across 59 cell lines. Task: Regression. Given two drug SMILES strings and cell line genomic features, predict the synergy score measuring deviation from expected non-interaction effect. (1) Drug 2: C1CN1C2=NC(=NC(=N2)N3CC3)N4CC4. Drug 1: C1=CN(C=N1)CC(O)(P(=O)(O)O)P(=O)(O)O. Cell line: HS 578T. Synergy scores: CSS=4.09, Synergy_ZIP=-0.218, Synergy_Bliss=3.03, Synergy_Loewe=-0.646, Synergy_HSA=1.07. (2) Drug 1: CCC1(C2=C(COC1=O)C(=O)N3CC4=CC5=C(C=CC(=C5CN(C)C)O)N=C4C3=C2)O.Cl. Drug 2: CC1CCCC2(C(O2)CC(NC(=O)CC(C(C(=O)C(C1O)C)(C)C)O)C(=CC3=CSC(=N3)C)C)C. Cell line: MDA-MB-231. Synergy scores: CSS=33.8, Synergy_ZIP=-7.49, Synergy_Bliss=-8.24, Synergy_Loewe=-12.3, Synergy_HSA=-4.57. (3) Drug 1: C1=NNC2=C1C(=O)NC=N2. Drug 2: CCN(CC)CCCC(C)NC1=C2C=C(C=CC2=NC3=C1C=CC(=C3)Cl)OC. Cell line: HOP-62. Synergy scores: CSS=6.00, Synergy_ZIP=-0.564, Synergy_Bliss=-0.794, Synergy_Loewe=-10.7, Synergy_HSA=-1.86. (4) Cell line: NCI-H460. Drug 2: COC1=NC(=NC2=C1N=CN2C3C(C(C(O3)CO)O)O)N. Drug 1: C1=CC(=C2C(=C1NCCNCCO)C(=O)C3=C(C=CC(=C3C2=O)O)O)NCCNCCO. Synergy scores: CSS=49.2, Synergy_ZIP=9.57, Synergy_Bliss=6.13, Synergy_Loewe=-25.3, Synergy_HSA=7.18. (5) Drug 1: CN(C)C1=NC(=NC(=N1)N(C)C)N(C)C. Drug 2: C1=NC2=C(N1)C(=S)N=C(N2)N. Cell line: IGROV1. Synergy scores: CSS=24.1, Synergy_ZIP=-10.9, Synergy_Bliss=-2.43, Synergy_Loewe=-22.5, Synergy_HSA=-1.87. (6) Drug 2: C1=NC2=C(N1)C(=S)N=CN2. Cell line: SN12C. Synergy scores: CSS=60.5, Synergy_ZIP=-1.97, Synergy_Bliss=0.547, Synergy_Loewe=3.19, Synergy_HSA=5.79. Drug 1: C1CN1C2=NC(=NC(=N2)N3CC3)N4CC4. (7) Drug 1: CN1CCC(CC1)COC2=C(C=C3C(=C2)N=CN=C3NC4=C(C=C(C=C4)Br)F)OC. Drug 2: CC12CCC(CC1=CCC3C2CCC4(C3CC=C4C5=CN=CC=C5)C)O. Cell line: SN12C. Synergy scores: CSS=12.6, Synergy_ZIP=-3.18, Synergy_Bliss=-2.85, Synergy_Loewe=-2.88, Synergy_HSA=-2.29. (8) Drug 1: C1=NC2=C(N1)C(=S)N=C(N2)N. Drug 2: C1CN(P(=O)(OC1)NCCCl)CCCl. Cell line: NCIH23. Synergy scores: CSS=33.9, Synergy_ZIP=-2.10, Synergy_Bliss=-0.222, Synergy_Loewe=-39.9, Synergy_HSA=-0.330.